Dataset: Forward reaction prediction with 1.9M reactions from USPTO patents (1976-2016). Task: Predict the product of the given reaction. (1) Given the reactants [CH2:1]=[CH:2][CH:3]1[CH2:8][CH:7]2[O:9][CH:6]2[CH2:5][CH2:4]1.[C:10]([OH:21])(=[O:20])[CH2:11][CH2:12][CH2:13][CH2:14][CH2:15][CH2:16][C:17]([OH:19])=[O:18].C(N([CH2:27][CH3:28])CC)C, predict the reaction product. The product is: [C:10]([O:21][CH:7]1[CH2:8][CH:3]([CH:2]=[CH2:1])[CH2:4][CH2:5][CH:6]1[OH:9])(=[O:20])[CH2:11][CH2:12][CH2:13][CH2:14][CH2:15][CH2:16][C:17]([O:19][CH:6]1[CH2:5][CH:4]([CH:27]=[CH2:28])[CH2:3][CH2:8][CH:7]1[OH:9])=[O:18]. (2) Given the reactants CO[C:3]([CH2:5][CH2:6][C@H:7]([NH2:11])[C:8]([OH:10])=[O:9])=[O:4].C(CC(=O)C)(=O)C.[CH2:19]([N:21](CC)CC)[CH3:20].C(N)C.C(O)(=O)C, predict the reaction product. The product is: [NH2:11][C@H:7]([C:8]([OH:10])=[O:9])[CH2:6][CH2:5][C:3]([NH:21][CH2:19][CH3:20])=[O:4]. (3) Given the reactants [Cl:1][C:2]1[CH:3]=[C:4](C2N=C(C(O)=O)SC=2C2C=C(F)C=C(Cl)C=2)[CH:5]=[CH:6][C:7]=1[F:8].Br[C:26]1[S:30][C:29]([C:31]([O:33]CC)=[O:32])=[N:28][C:27]=1[C:36]1[CH:41]=[CH:40][CH:39]=[C:38]([Cl:42])[CH:37]=1, predict the reaction product. The product is: [Cl:1][C:2]1[CH:3]=[C:4]([C:26]2[S:30][C:29]([C:31]([OH:33])=[O:32])=[N:28][C:27]=2[C:36]2[CH:41]=[CH:40][CH:39]=[C:38]([Cl:42])[CH:37]=2)[CH:5]=[CH:6][C:7]=1[F:8]. (4) Given the reactants [N+:1]([O-:4])([O-])=[O:2].[K+].[CH2:6]1[CH2:17][C:16]2[C:11](=[CH:12][CH:13]=[CH:14][CH:15]=2)[C:9](=[O:10])[CH2:8][CH2:7]1, predict the reaction product. The product is: [N+:1]([C:13]1[CH:14]=[CH:15][C:16]2[CH2:17][CH2:6][CH2:7][CH2:8][C:9](=[O:10])[C:11]=2[CH:12]=1)([O-:4])=[O:2]. (5) Given the reactants C(OC(=O)[NH:7][C:8]1[N:9]([CH3:26])[C:10](=[O:25])[C:11]([CH3:24])([CH3:23])[C@:12]([C:15]2[CH:20]=[C:19]([NH2:21])[CH:18]=[CH:17][C:16]=2[F:22])([CH3:14])[N:13]=1)(C)(C)C.[F:28][C:29]([F:36])([F:35])[CH:30]([OH:34])[C:31](O)=[O:32], predict the reaction product. The product is: [NH2:7][C:8]1[N:9]([CH3:26])[C:10](=[O:25])[C:11]([CH3:24])([CH3:23])[C@:12]([C:15]2[CH:20]=[C:19]([NH:21][C:31](=[O:32])[CH:30]([OH:34])[C:29]([F:36])([F:35])[F:28])[CH:18]=[CH:17][C:16]=2[F:22])([CH3:14])[N:13]=1.